From a dataset of Full USPTO retrosynthesis dataset with 1.9M reactions from patents (1976-2016). Predict the reactants needed to synthesize the given product. (1) Given the product [C:6]([O:27][C:26]([N:23]1[CH2:22][CH2:21][N:20]([CH:17]2[CH2:18][CH2:19][N:14]([C:5]3[CH:4]=[CH:3][C:2]([NH:1][C:32]4[C:33]([Cl:37])=[CH:34][N:35]=[C:30]([Cl:29])[N:31]=4)=[C:11]4[C:6]=3[CH2:7][CH2:8][N:9]([CH3:13])[C:10]4=[O:12])[CH2:15][CH2:16]2)[CH2:25][CH2:24]1)=[O:28])([CH3:11])([CH3:7])[CH3:5], predict the reactants needed to synthesize it. The reactants are: [NH2:1][C:2]1[CH:3]=[CH:4][C:5]([N:14]2[CH2:19][CH2:18][CH:17]([N:20]3[CH2:25][CH2:24][N:23]([C:26]([OH:28])=[O:27])[CH2:22][CH2:21]3)[CH2:16][CH2:15]2)=[C:6]2[C:11]=1[C:10](=[O:12])[N:9]([CH3:13])[CH2:8][CH2:7]2.[Cl:29][C:30]1[N:35]=[C:34](Cl)[C:33]([Cl:37])=[CH:32][N:31]=1.C([O-])([O-])=O.[K+].[K+].O. (2) Given the product [Br:9][CH2:10][CH2:11][CH2:12][S:6][C:2]1[S:1][CH:5]=[CH:4][CH:3]=1, predict the reactants needed to synthesize it. The reactants are: [S:1]1[CH:5]=[CH:4][CH:3]=[C:2]1[SH:6].[OH-].[Na+].[Br:9][CH2:10][CH2:11][CH2:12]Br. (3) Given the product [NH2:3][C:4]1[CH:9]=[C:8]([C:10]2[CH:15]=[CH:14][C:13]([Cl:16])=[C:12]([O:17][CH3:18])[C:11]=2[F:19])[N:7]=[C:6]([C:20]([NH:1][OH:2])=[O:21])[C:5]=1[Cl:24], predict the reactants needed to synthesize it. The reactants are: [NH2:1][OH:2].[NH2:3][C:4]1[CH:9]=[C:8]([C:10]2[CH:15]=[CH:14][C:13]([Cl:16])=[C:12]([O:17][CH3:18])[C:11]=2[F:19])[N:7]=[C:6]([C:20](OC)=[O:21])[C:5]=1[Cl:24].